This data is from Catalyst prediction with 721,799 reactions and 888 catalyst types from USPTO. The task is: Predict which catalyst facilitates the given reaction. (1) Reactant: [Li+].CC([N-]C(C)C)C.CCOCC.[CH2:14]([NH:16][C:17](=[O:26])[C:18]1[CH:23]=[C:22]([Cl:24])[CH:21]=[CH:20][C:19]=1[Cl:25])[CH3:15].[CH3:27][Si:28](Cl)([CH3:30])[CH3:29]. Product: [Cl:24][C:22]1[C:23]([Si:28]([CH3:30])([CH3:29])[CH3:27])=[C:18]([C:19]([Cl:25])=[CH:20][CH:21]=1)[C:17]([NH:16][CH2:14][CH3:15])=[O:26]. The catalyst class is: 1. (2) The catalyst class is: 433. Product: [CH3:38][O:37][C:33]1[CH:32]=[C:31]([NH:30][CH:23]([C:24]2[CH:29]=[CH:28][CH:27]=[CH:26][CH:25]=2)[C:21]([C:14]2[C:15]3[C:20](=[CH:19][CH:18]=[CH:17][CH:16]=3)[N:12]([S:9]([CH3:8])(=[O:11])=[O:10])[CH:13]=2)=[O:22])[CH:36]=[CH:35][CH:34]=1. Reactant: C(N(CC)CC)C.[CH3:8][S:9]([N:12]1[C:20]2[C:15](=[CH:16][CH:17]=[CH:18][CH:19]=2)[C:14]([CH:21]=[O:22])=[CH:13]1)(=[O:11])=[O:10].[CH:23](=[N:30][C:31]1[CH:36]=[CH:35][CH:34]=[C:33]([O:37][CH3:38])[CH:32]=1)[C:24]1[CH:29]=[CH:28][CH:27]=[CH:26][CH:25]=1. (3) Reactant: C1(C)C=CC(S(O)(=O)=O)=CC=1.[F:12][C:13]1[CH:26]=[CH:25][C:16]([C:17]([CH:19]2[CH2:24][CH2:23][NH:22][CH2:21][CH2:20]2)=[O:18])=[CH:15][CH:14]=1.C(N(CC)CC)C.[C:34]([O:38][C:39](O[C:39]([O:38][C:34]([CH3:37])([CH3:36])[CH3:35])=[O:40])=[O:40])([CH3:37])([CH3:36])[CH3:35]. Product: [F:12][C:13]1[CH:14]=[CH:15][C:16]([C:17]([CH:19]2[CH2:24][CH2:23][N:22]([C:39]([O:38][C:34]([CH3:37])([CH3:36])[CH3:35])=[O:40])[CH2:21][CH2:20]2)=[O:18])=[CH:25][CH:26]=1. The catalyst class is: 4. (4) Reactant: C(Cl)(=O)C(Cl)=O.CS(C)=O.[Si:11]([O:18][CH2:19][CH2:20][CH2:21][CH2:22][OH:23])([C:14]([CH3:17])([CH3:16])[CH3:15])([CH3:13])[CH3:12].CCN(CC)CC. Product: [Si:11]([O:18][CH2:19][CH2:20][CH2:21][CH:22]=[O:23])([C:14]([CH3:17])([CH3:16])[CH3:15])([CH3:13])[CH3:12]. The catalyst class is: 34. (5) Product: [C:18]([O:17][C:15]([NH:1][C@@H:2]([CH2:3][C:4]1[CH:5]=[CH:6][C:7]([O:10][C:32]2[CH:33]=[CH:34][C:29]([C:27](=[O:28])[C:26]3[CH:35]=[CH:36][CH:23]=[CH:24][CH:25]=3)=[CH:30][CH:31]=2)=[CH:8][CH:9]=1)[C:11]([O:13][CH3:14])=[O:12])=[O:16])([CH3:21])([CH3:20])[CH3:19]. The catalyst class is: 3. Reactant: [NH:1]([C:15]([O:17][C:18]([CH3:21])([CH3:20])[CH3:19])=[O:16])[C@H:2]([C:11]([O:13][CH3:14])=[O:12])[CH2:3][C:4]1[CH:9]=[CH:8][C:7]([OH:10])=[CH:6][CH:5]=1.F[C:23]1[CH:36]=[CH:35][C:26]([C:27]([C:29]2[CH:34]=[CH:33][CH:32]=[CH:31][CH:30]=2)=[O:28])=[CH:25][CH:24]=1.C(=O)([O-])[O-].[K+].[K+]. (6) Reactant: [CH3:1][O:2][C:3]([C@@H:5]([N:13]1[CH2:21][C:17]2[CH:18]=[CH:19][S:20][C:16]=2[CH2:15][CH2:14]1)[C:6]1[CH:7]=[CH:8][CH:9]=[CH:10][C:11]=1[Cl:12])=[O:4].[S:22]([O-:26])([OH:25])(=[O:24])=[O:23].[K+].CC(C)=O. Product: [CH3:1][O:2][C:3]([C@@H:5]([N:13]1[CH2:21][C:17]2[CH:18]=[CH:19][S:20][C:16]=2[CH2:15][CH2:14]1)[C:6]1[C:11]([Cl:12])=[CH:10][CH:9]=[CH:8][CH:7]=1)=[O:4].[OH:25][S:22]([OH:26])(=[O:24])=[O:23]. The catalyst class is: 6. (7) Reactant: [Li]CCCC.CCCCCC.[Cl:12][C:13]1[CH:18]=[CH:17][N:16]=[C:15]2[CH:19]=[CH:20][S:21][C:14]=12.[C:22](Cl)(=[O:25])[CH2:23][CH3:24]. Product: [Cl:12][C:13]1[CH:18]=[CH:17][N:16]=[C:15]2[CH:19]=[C:20]([C:22](=[O:25])[CH2:23][CH3:24])[S:21][C:14]=12. The catalyst class is: 1.